This data is from Catalyst prediction with 721,799 reactions and 888 catalyst types from USPTO. The task is: Predict which catalyst facilitates the given reaction. (1) Reactant: [NH2:1][CH:2]1[CH2:7][CH2:6][N:5]([CH2:8][CH2:9][N:10]2[C:15](=[O:16])[CH:14]=[N:13][C:12]3[CH:17]=[CH:18][C:19]([O:21][CH3:22])=[N:20][C:11]2=3)[CH2:4][CH2:3]1.[N:23]1[C:28]2[O:29][CH2:30][CH2:31][O:32][C:27]=2[CH:26]=[C:25]([CH:33]=O)[N:24]=1.C(O[BH-](OC(=O)C)OC(=O)C)(=O)C.[Na+].C([O-])(O)=O.[Na+].C(Cl)[Cl:55]. Product: [ClH:55].[ClH:55].[N:23]1[C:28]2[O:29][CH2:30][CH2:31][O:32][C:27]=2[CH:26]=[C:25]([CH2:33][NH:1][CH:2]2[CH2:3][CH2:4][N:5]([CH2:8][CH2:9][N:10]3[C:15](=[O:16])[CH:14]=[N:13][C:12]4[CH:17]=[CH:18][C:19]([O:21][CH3:22])=[N:20][C:11]3=4)[CH2:6][CH2:7]2)[N:24]=1. The catalyst class is: 5. (2) Reactant: [F:1][C:2]1[CH:3]=[C:4]([CH:18]=[CH:19][C:20]=1[O:21][CH3:22])[C:5]([C:7]1[C:16](=[O:17])[C:15]2[C:10](=[CH:11][CH:12]=[CH:13][CH:14]=2)[NH:9][CH:8]=1)=[O:6].Br[CH2:24][C:25]1[CH:30]=[CH:29][CH:28]=[C:27]([C:31]([F:34])([F:33])[F:32])[N:26]=1.CN(C)C=O. Product: [F:1][C:2]1[CH:3]=[C:4]([CH:18]=[CH:19][C:20]=1[O:21][CH3:22])[C:5]([C:7]1[C:16](=[O:17])[C:15]2[C:10](=[CH:11][CH:12]=[CH:13][CH:14]=2)[N:9]([CH2:24][C:25]2[CH:30]=[CH:29][CH:28]=[C:27]([C:31]([F:33])([F:32])[F:34])[N:26]=2)[CH:8]=1)=[O:6]. The catalyst class is: 6. (3) Reactant: [N+:1]([C:4]1[CH:9]=[CH:8][C:7]([C:10](=O)[CH2:11][NH:12][C:13]([CH:15]2[CH2:20][CH2:19][CH:18]([CH2:21][C:22]([O:24][CH2:25][CH3:26])=[O:23])[CH2:17][CH2:16]2)=O)=[CH:6][CH:5]=1)([O-:3])=[O:2].COC1C=CC(P2(SP(C3C=CC(OC)=CC=3)(=S)S2)=[S:37])=CC=1.C([O-])(O)=O.[Na+]. Product: [N+:1]([C:4]1[CH:9]=[CH:8][C:7]([C:10]2[S:37][C:13]([CH:15]3[CH2:20][CH2:19][CH:18]([CH2:21][C:22]([O:24][CH2:25][CH3:26])=[O:23])[CH2:17][CH2:16]3)=[N:12][CH:11]=2)=[CH:6][CH:5]=1)([O-:3])=[O:2]. The catalyst class is: 169. (4) Reactant: [Si:1](Cl)([C:14]([CH3:17])([CH3:16])[CH3:15])([C:8]1[CH:13]=[CH:12][CH:11]=[CH:10][CH:9]=1)[C:2]1[CH:7]=[CH:6][CH:5]=[CH:4][CH:3]=1.N1C=CN=C1.CN(C)C=O.[CH2:29]([O:36][C:37]([N:39]1[CH2:43][C@H:42]([OH:44])[CH2:41][C@@H:40]1[C:45]([OH:47])=[O:46])=[O:38])[C:30]1[CH:35]=[CH:34][CH:33]=[CH:32][CH:31]=1. Product: [CH2:29]([O:36][C:37]([N:39]1[CH2:43][C@H:42]([O:44][Si:1]([C:14]([CH3:17])([CH3:16])[CH3:15])([C:8]2[CH:13]=[CH:12][CH:11]=[CH:10][CH:9]=2)[C:2]2[CH:7]=[CH:6][CH:5]=[CH:4][CH:3]=2)[CH2:41][C@@H:40]1[C:45]([OH:47])=[O:46])=[O:38])[C:30]1[CH:35]=[CH:34][CH:33]=[CH:32][CH:31]=1. The catalyst class is: 13. (5) Reactant: [NH2:1][C:2]1[CH:14]=[CH:13][C:5]([C:6]([O:8][C:9]([CH3:12])([CH3:11])[CH3:10])=[O:7])=[CH:4][CH:3]=1.[Cl:15][CH2:16][CH2:17][CH2:18][S:19](Cl)(=[O:21])=[O:20]. Product: [Cl:15][CH2:16][CH2:17][CH2:18][S:19]([NH:1][C:2]1[CH:14]=[CH:13][C:5]([C:6]([O:8][C:9]([CH3:10])([CH3:11])[CH3:12])=[O:7])=[CH:4][CH:3]=1)(=[O:21])=[O:20]. The catalyst class is: 17. (6) Reactant: [CH3:1][S:2]([C:5]1[CH:26]=[CH:25][C:8]([CH2:9][NH:10][C:11]([C:13]2[C:18](=[O:19])[C:17](Br)=[C:16]([CH3:21])[N:15]([CH:22]([CH3:24])[CH3:23])[CH:14]=2)=[O:12])=[CH:7][CH:6]=1)(=[O:4])=[O:3].[F:27][C:28]([F:39])([F:38])[C:29]1[CH:34]=[C:33](B(O)O)[CH:32]=[CH:31][N:30]=1.C([O-])([O-])=O.[K+].[K+]. Product: [CH3:1][S:2]([C:5]1[CH:26]=[CH:25][C:8]([CH2:9][NH:10][C:11]([C:13]2[C:18](=[O:19])[C:17]([C:33]3[CH:32]=[CH:31][N:30]=[C:29]([C:28]([F:39])([F:38])[F:27])[CH:34]=3)=[C:16]([CH3:21])[N:15]([CH:22]([CH3:24])[CH3:23])[CH:14]=2)=[O:12])=[CH:7][CH:6]=1)(=[O:4])=[O:3]. The catalyst class is: 10.